Dataset: Forward reaction prediction with 1.9M reactions from USPTO patents (1976-2016). Task: Predict the product of the given reaction. (1) Given the reactants [NH2:1][C:2]1[CH:3]=[C:4]2[C:9](=[CH:10][CH:11]=1)[C:8]([N:12]([C:20]([O:22][C:23]([CH3:26])([CH3:25])[CH3:24])=[O:21])[C:13]([O:15][C:16]([CH3:19])([CH3:18])[CH3:17])=[O:14])=[N:7][CH:6]=[CH:5]2.[I:27]N1C(=O)CCC1=O, predict the reaction product. The product is: [NH2:1][C:2]1[C:3]([I:27])=[C:4]2[C:9](=[CH:10][CH:11]=1)[C:8]([N:12]([C:13]([O:15][C:16]([CH3:17])([CH3:18])[CH3:19])=[O:14])[C:20]([O:22][C:23]([CH3:26])([CH3:25])[CH3:24])=[O:21])=[N:7][CH:6]=[CH:5]2. (2) Given the reactants Br[C:2]1[C:10]2[S:9][N:8]=[CH:7][C:6]=2[C:5]([F:11])=[CH:4][CH:3]=1.[B:12]1([B:12]2[O:16][C:15]([CH3:18])([CH3:17])[C:14]([CH3:20])([CH3:19])[O:13]2)[O:16][C:15]([CH3:18])([CH3:17])[C:14]([CH3:20])([CH3:19])[O:13]1.C([O-])(=O)C.[K+], predict the reaction product. The product is: [F:11][C:5]1[C:6]2[CH:7]=[N:8][S:9][C:10]=2[C:2]([B:12]2[O:16][C:15]([CH3:18])([CH3:17])[C:14]([CH3:20])([CH3:19])[O:13]2)=[CH:3][CH:4]=1. (3) Given the reactants [OH:1][CH2:2][CH2:3][C:4]1[CH:9]=[CH:8][CH:7]=[CH:6][C:5]=1[OH:10].Br[CH2:12][C:13]1[CH:18]=[CH:17][CH:16]=[CH:15][CH:14]=1.C([O-])([O-])=O.[K+].[K+], predict the reaction product. The product is: [C:13]1([CH2:12][O:10][C:5]2[CH:6]=[CH:7][CH:8]=[CH:9][C:4]=2[CH2:3][CH2:2][OH:1])[CH:18]=[CH:17][CH:16]=[CH:15][CH:14]=1. (4) Given the reactants [N+:1]([C:4]1[CH:5]=[C:6]([NH2:11])[C:7]([NH2:10])=[N:8][CH:9]=1)([O-:3])=[O:2].C([O:14][C:15](=O)[C:16](OCC)=[O:17])C, predict the reaction product. The product is: [N+:1]([C:4]1[CH:9]=[N:8][C:7]2=[N:10][C:16]([OH:17])=[C:15]([OH:14])[N:11]=[C:6]2[CH:5]=1)([O-:3])=[O:2]. (5) Given the reactants [F:1][C:2]1[CH:7]=[C:6]([CH3:8])[C:5]([C:9]2[C:20](=[O:21])[N:19]([CH3:22])[C:12]3[N:13]=[C:14](SC)[N:15]=[CH:16][C:11]=3[CH:10]=2)=[CH:4][C:3]=1[NH:23][C:24]([NH:26][C:27]1[N:31]([C:32]2[CH:37]=[CH:36][CH:35]=[CH:34][CH:33]=2)[N:30]=[C:29]([CH:38]([CH3:40])[CH3:39])[CH:28]=1)=[O:25].[CH3:41][NH2:42].C1COCC1, predict the reaction product. The product is: [F:1][C:2]1[CH:7]=[C:6]([CH3:8])[C:5]([C:9]2[C:20](=[O:21])[N:19]([CH3:22])[C:12]3[N:13]=[C:14]([NH:42][CH3:41])[N:15]=[CH:16][C:11]=3[CH:10]=2)=[CH:4][C:3]=1[NH:23][C:24]([NH:26][C:27]1[N:31]([C:32]2[CH:37]=[CH:36][CH:35]=[CH:34][CH:33]=2)[N:30]=[C:29]([CH:38]([CH3:40])[CH3:39])[CH:28]=1)=[O:25]. (6) Given the reactants FC(F)(F)S(O[C:7]1[C:16]2[C:11](=[CH:12][CH:13]=[C:14]([S:17](=[O:36])(=[O:35])[N:18](CC3C=CC(OC)=CC=3OC)[C:19]3[S:20][CH:21]=[CH:22][N:23]=3)[CH:15]=2)[C:10]([C:37]2[CH:42]=[CH:41][C:40]([F:43])=[CH:39][C:38]=2[O:44][CH3:45])=[N:9][CH:8]=1)(=O)=O.[CH3:48][N:49](C=O)C.C(O)(C(F)(F)F)=O, predict the reaction product. The product is: [C:48]([C:7]1[C:16]2[C:11](=[CH:12][CH:13]=[C:14]([S:17]([NH:18][C:19]3[S:20][CH:21]=[CH:22][N:23]=3)(=[O:36])=[O:35])[CH:15]=2)[C:10]([C:37]2[CH:42]=[CH:41][C:40]([F:43])=[CH:39][C:38]=2[O:44][CH3:45])=[N:9][CH:8]=1)#[N:49]. (7) Given the reactants [NH2:1][C:2]1[CH:7]=[CH:6][CH:5]=[CH:4][C:3]=1[CH2:8][CH2:9][O:10][Si:11]([C:14]([CH3:17])([CH3:16])[CH3:15])([CH3:13])[CH3:12].[Br:18]N1C(=O)CCC1=O.O.C(=O)(O)[O-].[Na+], predict the reaction product. The product is: [Br:18][C:5]1[CH:6]=[CH:7][C:2]([NH2:1])=[C:3]([CH2:8][CH2:9][O:10][Si:11]([C:14]([CH3:17])([CH3:16])[CH3:15])([CH3:13])[CH3:12])[CH:4]=1.